This data is from Forward reaction prediction with 1.9M reactions from USPTO patents (1976-2016). The task is: Predict the product of the given reaction. (1) Given the reactants Br[C:2]1[CH:17]=[CH:16][C:5]2[N:6]([CH3:15])[C:7]([C:9]3[CH:14]=[CH:13][CH:12]=[CH:11][CH:10]=3)=[N:8][C:4]=2[CH:3]=1.[C:18]1([C:24]2[C:25]3[C:30]([C:31]([C:41]4[CH:46]=[CH:45][CH:44]=[CH:43][CH:42]=4)=[C:32]4[C:37]=2[CH:36]=[C:35](B(O)O)[CH:34]=[CH:33]4)=[CH:29][CH:28]=[CH:27][CH:26]=3)[CH:23]=[CH:22][CH:21]=[CH:20][CH:19]=1.C(=O)([O-])[O-].[Na+].[Na+], predict the reaction product. The product is: [C:18]1([C:24]2[C:37]3[C:32]([C:31]([C:41]4[CH:42]=[CH:43][CH:44]=[CH:45][CH:46]=4)=[C:30]4[C:25]=2[CH:26]=[C:27]([C:2]2[CH:17]=[CH:16][C:5]5[N:6]([CH3:15])[C:7]([C:9]6[CH:14]=[CH:13][CH:12]=[CH:11][CH:10]=6)=[N:8][C:4]=5[CH:3]=2)[CH:28]=[CH:29]4)=[CH:33][CH:34]=[CH:35][CH:36]=3)[CH:23]=[CH:22][CH:21]=[CH:20][CH:19]=1. (2) Given the reactants [NH2:1][C:2]1[CH:3]=[CH:4][C:5]([O:12][CH2:13][C:14]2[CH:19]=[CH:18][CH:17]=[CH:16][C:15]=2[Cl:20])=[C:6]([C:8](=[O:11])[CH2:9][CH3:10])[CH:7]=1.[CH3:21][O:22][C:23]1[CH:24]=[C:25]([N:31]=[C:32]=[O:33])[CH:26]=[CH:27][C:28]=1[O:29][CH3:30], predict the reaction product. The product is: [Cl:20][C:15]1[CH:16]=[CH:17][CH:18]=[CH:19][C:14]=1[CH2:13][O:12][C:5]1[CH:4]=[CH:3][C:2]([NH:1][C:32]([NH:31][C:25]2[CH:26]=[CH:27][C:28]([O:29][CH3:30])=[C:23]([O:22][CH3:21])[CH:24]=2)=[O:33])=[CH:7][C:6]=1[C:8](=[O:11])[CH2:9][CH3:10]. (3) Given the reactants [CH2:1]([O:3][C:4](=[O:39])[CH:5]([C:23]1[N:24]([CH3:38])[C:25]2[C:30]([C:31]=1[S:32][C:33]([CH3:36])([CH3:35])[CH3:34])=[CH:29][C:28]([OH:37])=[CH:27][CH:26]=2)[CH2:6][C:7]1[CH:12]=[CH:11][C:10]([C:13]2[CH:18]=[CH:17][C:16]([C:19]([F:22])([F:21])[F:20])=[CH:15][N:14]=2)=[CH:9][CH:8]=1)[CH3:2].Cl[CH2:41][C:42]1[CH:47]=[CH:46][C:45]([CH3:48])=[CH:44][N:43]=1, predict the reaction product. The product is: [CH2:1]([O:3][C:4](=[O:39])[CH:5]([C:23]1[N:24]([CH3:38])[C:25]2[C:30]([C:31]=1[S:32][C:33]([CH3:35])([CH3:34])[CH3:36])=[CH:29][C:28]([O:37][CH2:41][C:42]1[CH:47]=[CH:46][C:45]([CH3:48])=[CH:44][N:43]=1)=[CH:27][CH:26]=2)[CH2:6][C:7]1[CH:8]=[CH:9][C:10]([C:13]2[CH:18]=[CH:17][C:16]([C:19]([F:21])([F:20])[F:22])=[CH:15][N:14]=2)=[CH:11][CH:12]=1)[CH3:2]. (4) The product is: [CH3:28][CH2:27][N:18]([C:19]1[CH:20]=[CH:21][C:22]([NH2:35])=[C:49]([CH3:50])[CH:48]=1)[CH2:23][CH3:24]. Given the reactants OP([O-])(O)=O.[K+].[OH-].[Na+].S([O-])([O-])(=O)=O.C([N+:18]([CH2:27][CH2:28]CC)([CH2:23][CH2:24]CC)[CH2:19][CH2:20][CH2:21][CH3:22])CCC.C([N+:35](CCCC)(CCCC)CCCC)CCC.[CH3:48][CH2:49][CH2:50]CCC, predict the reaction product. (5) Given the reactants [Cl:1][C:2]1[CH:3]=[CH:4][C:5]([NH:8][C:9](=[O:41])[O:10][CH2:11][C@@H:12]([N:27]([CH3:40])[C:28]([NH:30][CH2:31][C:32]2[CH:37]=[CH:36][CH:35]=[C:34]([F:38])[C:33]=2[Cl:39])=[O:29])[CH2:13][CH2:14][CH2:15][N:16]2C(=O)C3C(=CC=CC=3)C2=O)=[N:6][CH:7]=1.NN, predict the reaction product. The product is: [Cl:1][C:2]1[CH:3]=[CH:4][C:5]([NH:8][C:9](=[O:41])[O:10][CH2:11][C@@H:12]([N:27]([CH3:40])[C:28]([NH:30][CH2:31][C:32]2[CH:37]=[CH:36][CH:35]=[C:34]([F:38])[C:33]=2[Cl:39])=[O:29])[CH2:13][CH2:14][CH2:15][NH2:16])=[N:6][CH:7]=1.